This data is from Reaction yield outcomes from USPTO patents with 853,638 reactions. The task is: Predict the reaction yield, written as a fraction of the theoretical maximum amount of product (1.0 means a 100% yield; for example, 0.34 means a 34% yield). (1) The yield is 0.367. The catalyst is C1(C)C=CC=CC=1.O.C([O-])(=O)C.[Pd+2].C([O-])(=O)C. The reactants are [F:1][CH:2]([F:19])[O:3][C:4]1[CH:9]=[CH:8][C:7](B2OC(C)(C)C(C)(C)O2)=[CH:6][CH:5]=1.Cl[C:21]1[CH:26]=[CH:25][N:24]([C:27]2[CH:32]=[CH:31][C:30]([O:33][CH2:34][C:35]([OH:38])([CH3:37])[CH3:36])=[C:29]([O:39][CH3:40])[CH:28]=2)[C:23](=[O:41])[CH:22]=1.[O-]P([O-])([O-])=O.[K+].[K+].[K+].C1(P(C2CCCCC2)C2C=CC=CC=2C2C(OC)=CC=CC=2OC)CCCCC1. The product is [F:19][CH:2]([F:1])[O:3][C:4]1[CH:5]=[CH:6][C:7]([C:21]2[CH:26]=[CH:25][N:24]([C:27]3[CH:32]=[CH:31][C:30]([O:33][CH2:34][C:35]([OH:38])([CH3:37])[CH3:36])=[C:29]([O:39][CH3:40])[CH:28]=3)[C:23](=[O:41])[CH:22]=2)=[CH:8][CH:9]=1. (2) The reactants are [NH2:1][C:2]1[CH:7]=[CH:6][CH:5]=[CH:4][C:3]=1[NH:8][CH2:9][C@H:10]([NH:14][C:15]([O:17][C:18]([CH3:21])([CH3:20])[CH3:19])=[O:16])[C:11](O)=[O:12].CCN=C=NCCCN(C)C.Cl.C1C=CC2N(O)N=NC=2C=1.CCN(C(C)C)C(C)C. The catalyst is CN(C=O)C.C(OCC)(=O)C. The product is [C:18]([O:17][C:15](=[O:16])[NH:14][C@@H:10]1[C:11](=[O:12])[NH:1][C:2]2[CH:7]=[CH:6][CH:5]=[CH:4][C:3]=2[NH:8][CH2:9]1)([CH3:21])([CH3:20])[CH3:19]. The yield is 0.770. (3) The reactants are [Cl:1][C:2]1[CH:3]=[C:4]([N:9]2[C:13]3[C:14](=[O:25])[N:15]([C:18]4[CH:23]=[CH:22][C:21](I)=[CH:20][CH:19]=4)[CH2:16][CH2:17][C:12]=3[C:11]([C:26]([F:29])([F:28])[F:27])=[N:10]2)[CH:5]=[CH:6][C:7]=1[F:8].[C:30]1(=[O:36])[NH:35][CH2:34][CH2:33][CH2:32][CH2:31]1.NC1CCCCC1N.[O-]P([O-])([O-])=O.[K+].[K+].[K+]. The catalyst is [Cu]I.C(OC(=O)C)C.O1CCOCC1. The product is [Cl:1][C:2]1[CH:3]=[C:4]([N:9]2[C:13]3[C:14](=[O:25])[N:15]([C:18]4[CH:23]=[CH:22][C:21]([N:35]5[CH2:34][CH2:33][CH2:32][CH2:31][C:30]5=[O:36])=[CH:20][CH:19]=4)[CH2:16][CH2:17][C:12]=3[C:11]([C:26]([F:29])([F:28])[F:27])=[N:10]2)[CH:5]=[CH:6][C:7]=1[F:8]. The yield is 0.800. (4) The reactants are [F:1][C:2]1[CH:3]=[C:4]([CH:6]=[CH:7][C:8]=1[O:9][C:10]1[CH:15]=[CH:14][N:13]=[C:12]2[CH:16]=[C:17](I)[S:18][C:11]=12)[NH2:5].[N:20]1([CH2:25][C:26]2[CH:31]=[CH:30][C:29](B(O)O)=[CH:28][CH:27]=2)[CH:24]=[CH:23][CH:22]=[N:21]1. No catalyst specified. The product is [N:20]1([CH2:25][C:26]2[CH:31]=[CH:30][C:29]([C:17]3[S:18][C:11]4[C:12](=[N:13][CH:14]=[CH:15][C:10]=4[O:9][C:8]4[CH:7]=[CH:6][C:4]([NH2:5])=[CH:3][C:2]=4[F:1])[CH:16]=3)=[CH:28][CH:27]=2)[CH:24]=[CH:23][CH:22]=[N:21]1. The yield is 0.360. (5) The reactants are Br[CH:2]([C:8]1[CH:13]=[CH:12][CH:11]=[CH:10][CH:9]=1)[C:3]([O:5][CH2:6][CH3:7])=[O:4].CCN(C(C)C)C(C)C.[NH:23]1[CH2:28][CH2:27][O:26][CH2:25][CH2:24]1. The catalyst is C(#N)C. The product is [O:26]1[CH2:27][CH2:28][N:23]([CH:2]([C:8]2[CH:13]=[CH:12][CH:11]=[CH:10][CH:9]=2)[C:3]([O:5][CH2:6][CH3:7])=[O:4])[CH2:24][CH2:25]1. The yield is 1.00.